From a dataset of Full USPTO retrosynthesis dataset with 1.9M reactions from patents (1976-2016). Predict the reactants needed to synthesize the given product. (1) Given the product [Cl:3][C:4]1[CH:5]=[C:6]([CH:7]=[CH:8][C:9]=1[Cl:10])[O:11][CH2:14][CH2:13][C:12]([OH:16])=[O:15], predict the reactants needed to synthesize it. The reactants are: [H-].[Na+].[Cl:3][C:4]1[CH:5]=[C:6]([OH:11])[CH:7]=[CH:8][C:9]=1[Cl:10].[C:12]1(=[O:16])[O:15][CH2:14][CH2:13]1.Cl. (2) Given the product [Cl:1][C:2]1[C:3]([C:11]#[N:13])=[N:4][C:5]([CH2:9][CH3:10])=[C:6]([Cl:8])[N:7]=1, predict the reactants needed to synthesize it. The reactants are: [Cl:1][C:2]1[C:3]([C:11]([NH2:13])=O)=[N:4][C:5]([CH2:9][CH3:10])=[C:6]([Cl:8])[N:7]=1.S(Cl)(Cl)=O. (3) The reactants are: [O:1]1[C:6]2[CH:7]=[CH:8][CH:9]=[CH:10][C:5]=2[NH:4][CH2:3][CH:2]1[C:11]#[N:12].[H-].[Al+3].[Li+].[H-].[H-].[H-]. Given the product [O:1]1[C:6]2[CH:7]=[CH:8][CH:9]=[CH:10][C:5]=2[NH:4][CH2:3][CH:2]1[CH2:11][NH2:12], predict the reactants needed to synthesize it. (4) Given the product [Br:1][C:2]1[C:11]2[C:6](=[CH:7][CH:8]=[CH:9][C:10]=2[N+:12]([O-:14])=[O:13])[CH:5]=[N:4][CH:3]=1, predict the reactants needed to synthesize it. The reactants are: [Br:1][C:2]1[C:11]2[C:6](=[CH:7][CH:8]=[CH:9][CH:10]=2)[CH:5]=[N:4][CH:3]=1.[N+:12]([O-])([O-:14])=[O:13].[K+].CCCCCC.N. (5) Given the product [NH2:8][CH2:9][CH2:2][CH2:1][N:3]1[CH2:6][CH2:7][CH2:5][CH2:4]1, predict the reactants needed to synthesize it. The reactants are: [CH2:1]([N:3]([CH2:6][CH3:7])[CH2:4][CH3:5])[CH3:2].[NH2:8][C:9]1C=CC(C(Cl)=O)=CN=1.Cl. (6) Given the product [CH3:14][O:15][C:16]1[N:21]=[C:20](/[CH:22]=[N:7]/[S@@:5]([C:2]([CH3:4])([CH3:3])[CH3:1])=[O:6])[CH:19]=[CH:18][CH:17]=1, predict the reactants needed to synthesize it. The reactants are: [CH3:1][C:2]([S@:5]([NH2:7])=[O:6])([CH3:4])[CH3:3].C([O-])([O-])=O.[Cs+].[Cs+].[CH3:14][O:15][C:16]1[N:21]=[C:20]([CH:22]=O)[CH:19]=[CH:18][CH:17]=1. (7) Given the product [N:1]1([CH2:13][CH2:12][CH2:11][CH2:10][NH2:14])[N:9]=[C:7]([CH3:8])[C:5](=[O:6])[NH:4][C:2]1=[S:3], predict the reactants needed to synthesize it. The reactants are: [NH:1]1[N:9]=[C:7]([CH3:8])[C:5](=[O:6])[NH:4][C:2]1=[S:3].[CH2:10]([NH2:14])[CH2:11][CH2:12][CH3:13]. (8) Given the product [CH3:19][N:20]([CH2:21][CH2:22][N:23]1[C:14](=[O:15])[C:7]2=[CH:6][C:5]([N+:16]([O-:18])=[O:17])=[CH:4][C:3]3[C:8]2=[C:9]([CH:10]=[CH:1][CH:2]=3)[C:11]1=[O:13])[CH3:24], predict the reactants needed to synthesize it. The reactants are: [CH:1]1[CH:10]=[C:9]2[C:11]([O:13][C:14](=[O:15])[C:7]3=[C:8]2[C:3](=[CH:4][C:5]([N+:16]([O-:18])=[O:17])=[CH:6]3)[CH:2]=1)=O.[CH3:19][N:20]([CH3:24])[CH2:21][CH2:22][NH2:23]. (9) Given the product [NH2:37][C:18]1[CH:17]=[CH:16][C:5]2[S:6](=[O:15])[C:7]3[CH:14]=[CH:13][CH:12]=[CH:11][C:8]=3[C:9](=[O:10])[N:3]([CH2:1][CH3:2])[C:4]=2[CH:19]=1, predict the reactants needed to synthesize it. The reactants are: [CH2:1]([N:3]1[C:9](=[O:10])[C:8]2[CH:11]=[CH:12][CH:13]=[CH:14][C:7]=2[S:6](=[O:15])[C:5]2[CH:16]=[CH:17][C:18](C(O)=O)=[CH:19][C:4]1=2)[CH3:2].C1(P([N:37]=[N+]=[N-])(C2C=CC=CC=2)=O)C=CC=CC=1.O. (10) The reactants are: [CH3:1][O:2][CH2:3][O:4][CH2:5][C:6]1[CH:7]=[C:8]([CH:11]=[CH:12][N:13]=1)[C:9]#N.[CH:14]1([Mg]Br)[CH2:16][CH2:15]1.Cl.[OH-:20].[Na+]. Given the product [CH:14]1([C:9]([C:8]2[CH:11]=[CH:12][N:13]=[C:6]([CH2:5][O:4][CH2:3][O:2][CH3:1])[CH:7]=2)=[O:20])[CH2:16][CH2:15]1, predict the reactants needed to synthesize it.